Dataset: Forward reaction prediction with 1.9M reactions from USPTO patents (1976-2016). Task: Predict the product of the given reaction. (1) The product is: [F:19][C:18]([F:21])([F:20])[C:14]([OH:36])=[O:55].[Cl:26][C:23]1[CH:24]=[CH:25][C:2]([NH:1][C:40](=[O:41])[C:39]2[CH:43]=[CH:44][CH:45]=[C:37]([C:35]([N:34]([CH3:33])[CH2:46][CH2:47][N:48]3[CH2:49][CH2:50][O:51][CH2:52][CH2:53]3)=[O:36])[CH:38]=2)=[C:3]([C:4](=[O:5])[NH:6][C:7]2[CH:11]=[CH:10][N:9]([C:12]3[CH:17]=[CH:16][CH:15]=[C:14]([C:18]([F:20])([F:21])[F:19])[CH:13]=3)[N:8]=2)[CH:22]=1. Given the reactants [NH2:1][C:2]1[CH:25]=[CH:24][C:23]([Cl:26])=[CH:22][C:3]=1[C:4]([NH:6][C:7]1[CH:11]=[CH:10][N:9]([C:12]2[CH:17]=[CH:16][CH:15]=[C:14]([C:18]([F:21])([F:20])[F:19])[CH:13]=2)[N:8]=1)=[O:5].N1C=CC=CC=1.[CH3:33][N:34]([CH2:46][CH2:47][N:48]1[CH2:53][CH2:52][O:51][CH2:50][CH2:49]1)[C:35]([C:37]1[CH:38]=[C:39]([CH:43]=[CH:44][CH:45]=1)[C:40](Cl)=[O:41])=[O:36].N.[OH2:55], predict the reaction product. (2) Given the reactants [N:1]1([CH2:7][C:8](N2CCCC2)=[O:9])[CH2:6][CH2:5][NH:4][CH2:3][CH2:2]1.N1(CCO)CCNC[CH2:16]1.N1C=CC=CC=1N1CCNCC1, predict the reaction product. The product is: [CH3:16][O:9][CH2:8][CH2:7][N:1]1[CH2:6][CH2:5][NH:4][CH2:3][CH2:2]1. (3) Given the reactants [F:1][C:2]1[CH:10]=[CH:9][C:5]([C:6]([OH:8])=O)=[CH:4][N:3]=1.[CH2:11]([O:13][C:14]1[CH:20]=[CH:19][C:17]([NH2:18])=[C:16]([N+:21]([O-:23])=[O:22])[CH:15]=1)[CH3:12], predict the reaction product. The product is: [F:1][C:2]1[N:3]=[CH:4][C:5]([C:6]([NH:18][C:17]2[CH:19]=[CH:20][C:14]([O:13][CH2:11][CH3:12])=[CH:15][C:16]=2[N+:21]([O-:23])=[O:22])=[O:8])=[CH:9][CH:10]=1. (4) Given the reactants [F-:1].C([N+](CCCC)(CCCC)CCCC)CCC.[CH3:19][O:20][C:21](=[O:34])[C:22]([CH3:33])([CH3:32])[CH2:23]OS(C(F)(F)F)(=O)=O, predict the reaction product. The product is: [CH3:19][O:20][C:21](=[O:34])[C:22]([CH3:33])([CH3:32])[CH2:23][F:1]. (5) Given the reactants [CH3:1][O:2][C:3]1[CH:22]=[CH:21][C:6]([CH2:7][CH:8]2[C:12]3=[N:13][C:14]4[C:15](=[N:16][CH:17]=[CH:18][CH:19]=4)[N:11]3[C:10](=[O:20])[NH:9]2)=[CH:5][CH:4]=1.COC1C=CC(CC2C3=NC4C(N3C(=O)N2)=CC=CN=4)=CC=1.[NH2:45][C@H:46]1[CH2:51][CH2:50][C@H:49]([OH:52])[CH2:48][CH2:47]1, predict the reaction product. The product is: [N:13]1[C:14]2[C:15](=[N:16][CH:17]=[CH:18][CH:19]=2)[NH:11][C:12]=1[CH:8]([NH:9][C:10]([NH:45][C@H:46]1[CH2:51][CH2:50][C@H:49]([OH:52])[CH2:48][CH2:47]1)=[O:20])[CH2:7][C:6]1[CH:5]=[CH:4][C:3]([O:2][CH3:1])=[CH:22][CH:21]=1. (6) Given the reactants [CH3:1][O:2][CH2:3][C:4]1[CH:5]=[C:6]([CH:11]=[CH:12][CH:13]=1)[C:7]([O:9]C)=[O:8].[OH-].[Na+], predict the reaction product. The product is: [CH3:1][O:2][CH2:3][C:4]1[CH:5]=[C:6]([CH:11]=[CH:12][CH:13]=1)[C:7]([OH:9])=[O:8].